Dataset: Forward reaction prediction with 1.9M reactions from USPTO patents (1976-2016). Task: Predict the product of the given reaction. (1) Given the reactants [CH:1]1[CH:10]=[N:9][C:8]2[C:3](=[C:4]([N+:12]([O-:14])=[O:13])[CH:5]=[CH:6][C:7]=2[OH:11])[CH:2]=1.[BrH:15], predict the reaction product. The product is: [CH:1]1[CH:10]=[N:9][C:8]2[C:3](=[C:4]([N+:12]([O-:14])=[O:13])[CH:5]=[CH:6][C:7]=2[OH:11])[CH:2]=1.[BrH:15]. (2) The product is: [F:1][C:2]1[CH:3]=[CH:4][C:5]([CH2:6][NH:7][CH2:8][CH3:9])=[CH:11][CH:12]=1. Given the reactants [F:1][C:2]1[CH:12]=[CH:11][C:5]([CH2:6][NH:7][C:8](=O)[CH3:9])=[CH:4][CH:3]=1.B.Cl, predict the reaction product. (3) Given the reactants [NH:1]1[CH:8]=[N:7][C:5]([NH2:6])=[N:4][C:2]1=[O:3].[CH3:9][Si:10]([CH3:17])([CH3:16])N[Si:10]([CH3:17])([CH3:16])[CH3:9].S([O-])([O-])(=O)=O.[NH4+].[NH4+], predict the reaction product. The product is: [CH3:9][Si:10]([NH:6][C:5]1[N:4]=[C:2]([O:3][Si:10]([CH3:17])([CH3:16])[CH3:9])[N:1]=[CH:8][N:7]=1)([CH3:17])[CH3:16]. (4) Given the reactants [NH2:1][CH2:2][CH2:3][CH2:4][CH2:5][CH2:6][C:7]([OH:9])=[O:8].[Cl:10][CH2:11][C:12](Cl)=[O:13].Cl, predict the reaction product. The product is: [Cl:10][CH2:11][C:12]([NH:1][CH2:2][CH2:3][CH2:4][CH2:5][CH2:6][C:7]([OH:9])=[O:8])=[O:13]. (5) The product is: [F:15][C:16]1[N:21]=[C:20]([CH2:22][N:23]2[CH:27]=[CH:26][C:25]([NH2:28])=[N:24]2)[CH:19]=[CH:18][CH:17]=1. Given the reactants FC1C(CN2C=CC(N)=N2)=CC=CN=1.[F:15][C:16]1[N:21]=[C:20]([CH2:22][N:23]2[CH:27]=[CH:26][C:25]([N:28]3C(=O)C4C(=CC=CC=4)C3=O)=[N:24]2)[CH:19]=[CH:18][CH:17]=1, predict the reaction product. (6) The product is: [CH2:1]([O:3][C:4]([C:5]1[CH:6]=[C:7]([C:9]2[CH:14]=[CH:13][CH:12]=[C:11]([Cl:15])[CH:10]=2)[O:8][N:19]=1)=[O:17])[CH3:2]. Given the reactants [CH2:1]([O:3][C:4](=[O:17])[C:5](=O)[CH2:6][C:7]([C:9]1[CH:14]=[CH:13][CH:12]=[C:11]([Cl:15])[CH:10]=1)=[O:8])[CH3:2].Cl.[NH2:19]O, predict the reaction product. (7) Given the reactants [F:1][C:2]1[CH:20]=[C:19]([C:21]([F:24])([F:23])[F:22])[CH:18]=[CH:17][C:3]=1[C:4]([NH:6][CH2:7][CH2:8][N:9]1[CH:13]=[C:12]([C:14]([OH:16])=O)[N:11]=[N:10]1)=[O:5].Cl.[CH2:26]([O:28][C:29](=[O:40])[C@@H:30]([NH2:39])[CH2:31][CH2:32][C:33]1[CH:38]=[CH:37][CH:36]=[CH:35][CH:34]=1)[CH3:27], predict the reaction product. The product is: [CH2:26]([O:28][C:29](=[O:40])[C@@H:30]([NH:39][C:14]([C:12]1[N:11]=[N:10][N:9]([CH2:8][CH2:7][NH:6][C:4](=[O:5])[C:3]2[CH:17]=[CH:18][C:19]([C:21]([F:24])([F:23])[F:22])=[CH:20][C:2]=2[F:1])[CH:13]=1)=[O:16])[CH2:31][CH2:32][C:33]1[CH:38]=[CH:37][CH:36]=[CH:35][CH:34]=1)[CH3:27].